Dataset: Merck oncology drug combination screen with 23,052 pairs across 39 cell lines. Task: Regression. Given two drug SMILES strings and cell line genomic features, predict the synergy score measuring deviation from expected non-interaction effect. (1) Drug 1: Cc1nc(Nc2ncc(C(=O)Nc3c(C)cccc3Cl)s2)cc(N2CCN(CCO)CC2)n1. Drug 2: CCc1c2c(nc3ccc(O)cc13)-c1cc3c(c(=O)n1C2)COC(=O)C3(O)CC. Cell line: NCIH460. Synergy scores: synergy=27.2. (2) Drug 1: O=C(CCCCCCC(=O)Nc1ccccc1)NO. Drug 2: NC(=O)c1cccc2cn(-c3ccc(C4CCCNC4)cc3)nc12. Cell line: HT144. Synergy scores: synergy=7.05. (3) Drug 1: CC1CC2C3CCC4=CC(=O)C=CC4(C)C3(F)C(O)CC2(C)C1(O)C(=O)CO. Drug 2: CNC(=O)c1cc(Oc2ccc(NC(=O)Nc3ccc(Cl)c(C(F)(F)F)c3)cc2)ccn1. Cell line: RKO. Synergy scores: synergy=4.96.